From a dataset of Full USPTO retrosynthesis dataset with 1.9M reactions from patents (1976-2016). Predict the reactants needed to synthesize the given product. (1) Given the product [Br:1][C:2]1[CH:9]=[CH:8][C:5]([CH:6]2[O:12][CH2:11][CH2:10][O:7]2)=[CH:4][CH:3]=1, predict the reactants needed to synthesize it. The reactants are: [Br:1][C:2]1[CH:9]=[CH:8][C:5]([CH:6]=[O:7])=[CH:4][CH:3]=1.[CH2:10](O)[CH2:11][OH:12]. (2) Given the product [Cl:1][C:2]1[C:3]([N:8]2[C:12]([C:13]([O:15][CH3:16])=[O:14])=[CH:11][C:10]([CH:17]=[O:18])=[N:9]2)=[N:4][CH:5]=[CH:6][CH:7]=1, predict the reactants needed to synthesize it. The reactants are: [Cl:1][C:2]1[C:3]([N:8]2[C:12]([C:13]([O:15][CH3:16])=[O:14])=[CH:11][C:10]([CH2:17][OH:18])=[N:9]2)=[N:4][CH:5]=[CH:6][CH:7]=1. (3) Given the product [CH3:36][C:2]1([CH3:1])[C:26]2[C:6]([CH:7]=[C:8]3[C:25]=2[CH:24]=[C:23]2[C:10]([C:11]4[CH:12]=[CH:13][CH:14]=[CH:15][C:16]=4[C:17]4[CH:18]=[C:19]([C:53]5[CH:52]=[CH:51][C:50]([C:48]6[N:49]=[C:44]([C:41]7[CH:42]=[CH:43][CH:38]=[CH:39][CH:40]=7)[N:45]=[C:46]([C:56]7[CH:61]=[CH:60][CH:59]=[CH:58][CH:57]=7)[N:47]=6)=[CH:55][CH:54]=5)[CH:20]=[CH:21][C:22]=42)=[CH:9]3)=[CH:5][CH:4]=[CH:3]1, predict the reactants needed to synthesize it. The reactants are: [CH3:1][C:2]1([CH3:36])[C:26]2[C:6]([CH:7]=[C:8]3[C:25]=2[CH:24]=[C:23]2[C:10]([C:11]4[CH:12]=[CH:13][CH:14]=[CH:15][C:16]=4[C:17]4[CH:18]=[C:19](B5OC(C)(C)C(C)(C)O5)[CH:20]=[CH:21][C:22]=42)=[CH:9]3)=[CH:5][CH:4]=[CH:3]1.Br[C:38]1[CH:43]=[CH:42][C:41]([C:44]2[N:49]=[C:48]([C:50]3[CH:55]=[CH:54][CH:53]=[CH:52][CH:51]=3)[N:47]=[C:46]([C:56]3[CH:61]=[CH:60][CH:59]=[CH:58][CH:57]=3)[N:45]=2)=[CH:40][CH:39]=1.C([O-])([O-])=O.[Na+].[Na+].CCO. (4) The reactants are: [OH:1][C:2]1[CH:7]=[CH:6][C:5]([C:8]2[CH:13]=[CH:12][CH:11]=[C:10]([CH:14]=[C:15]3[S:19][C:18](=S)[NH:17][C:16]3=[O:21])[CH:9]=2)=[CH:4][C:3]=1[C:22]1([CH3:28])[CH2:27][CH2:26][CH2:25][CH2:24][CH2:23]1.[NH:29]1[CH2:33][CH2:32][CH2:31][CH2:30]1. Given the product [OH:1][C:2]1[CH:7]=[CH:6][C:5]([C:8]2[CH:13]=[CH:12][CH:11]=[C:10]([CH2:14][CH:15]3[S:19][C:18]([N:29]4[CH2:33][CH2:32][CH2:31][CH2:30]4)=[N:17][C:16]3=[O:21])[CH:9]=2)=[CH:4][C:3]=1[C:22]1([CH3:28])[CH2:23][CH2:24][CH2:25][CH2:26][CH2:27]1, predict the reactants needed to synthesize it. (5) Given the product [Cl:1][C:2]1[CH:12]=[CH:11][C:10]([C:13]2[CH:22]=[CH:21][C:20]3[C:15](=[CH:16][CH:17]=[C:18]([O:23][CH2:24][C:25]4[C:26]([C:33]5[C:34]([Cl:40])=[CH:35][CH:36]=[CH:37][C:38]=5[Cl:39])=[N:27][O:28][C:29]=4[CH:30]([CH3:32])[CH3:31])[CH:19]=3)[CH:14]=2)=[CH:9][C:3]=1[C:4]([OH:6])=[O:5], predict the reactants needed to synthesize it. The reactants are: [Cl:1][C:2]1[CH:12]=[CH:11][C:10]([C:13]2[CH:22]=[CH:21][C:20]3[C:15](=[CH:16][CH:17]=[C:18]([O:23][CH2:24][C:25]4[C:26]([C:33]5[C:38]([Cl:39])=[CH:37][CH:36]=[CH:35][C:34]=5[Cl:40])=[N:27][O:28][C:29]=4[CH:30]([CH3:32])[CH3:31])[CH:19]=3)[CH:14]=2)=[CH:9][C:3]=1[C:4]([O:6]CC)=[O:5].[OH-].[Na+].C(O)C.